Predict the reaction yield, written as a fraction of the theoretical maximum amount of product (1.0 means a 100% yield; for example, 0.34 means a 34% yield). From a dataset of Reaction yield outcomes from USPTO patents with 853,638 reactions. (1) The reactants are C[C:2]([CH3:5])([O-:4])[CH3:3].[K+].ClC1[N:9]=[N+:10]([O-])[C:11]([Cl:14])=CC=1.[Cl-].[NH4+].ClC1[N+]([O-])=NC([O:26][C:27]2[CH:34]=[CH:33][CH:32]=[C:31]3[C:28]=2[CH2:29][CH:30]3[CH2:35][CH2:36][CH2:37]Cl)=CC=1.ClC1N=[N+]([O-])C([O:46]C2C=CC=C3C=2CC3CCCCl)=CC=1. No catalyst specified. The product is [Cl:14][C:11]1[N:10]=[N:9][C:5]([O:26][C:27]2[CH:34]=[CH:33][CH:32]=[C:31]3[C:28]=2[CH2:29][CH:30]3[CH2:35][CH2:36][CH2:37][OH:46])=[C:2]([OH:4])[CH:3]=1. The yield is 0.727. (2) The reactants are [Cl:1][CH2:2][C:3](Cl)=[O:4].Cl.[CH2:7]1[O:18][C:17]2[CH:16]=[CH:15][C:11]([CH2:12][CH2:13][NH2:14])=[CH:10][C:9]=2[O:8]1. The catalyst is ClCCCl. The product is [O:18]1[C:17]2[CH:16]=[CH:15][C:11]([CH2:12][CH2:13][NH:14][C:3](=[O:4])[CH2:2][Cl:1])=[CH:10][C:9]=2[O:8][CH2:7]1. The yield is 0.270. (3) The reactants are [OH:1][CH2:2][C:3]1[CH:4]=[C:5]([CH2:15][C:16]#[N:17])[CH:6]=[C:7]([C:9]2[CH:14]=[CH:13][N:12]=[CH:11][CH:10]=2)[CH:8]=1. The catalyst is C(Cl)Cl.O=[Mn]=O. The product is [CH:2]([C:3]1[CH:4]=[C:5]([CH2:15][C:16]#[N:17])[CH:6]=[C:7]([C:9]2[CH:10]=[CH:11][N:12]=[CH:13][CH:14]=2)[CH:8]=1)=[O:1]. The yield is 0.640. (4) The reactants are [CH2:1]([N:4]([CH2:16][C:17]([O:19]CC)=[O:18])[NH:5][C:6](=[O:15])[NH:7][CH2:8][C:9]1[CH:14]=[CH:13][CH:12]=[CH:11][CH:10]=1)C=C.O.[OH-].[Li+]. No catalyst specified. The product is [CH2:8]([NH:7][C:6]([NH:5][N:4]([CH2:16][C:17]([OH:19])=[O:18])[CH3:1])=[O:15])[C:9]1[CH:10]=[CH:11][CH:12]=[CH:13][CH:14]=1. The yield is 0.880. (5) The reactants are [CH2:1](O)[CH2:2][CH2:3][CH2:4][CH2:5][CH2:6][CH2:7][CH2:8][CH2:9][CH2:10][CH2:11][CH2:12][CH2:13][CH2:14][CH2:15][CH2:16][OH:17].[BrH:19]. The catalyst is C1CCCCC1. The product is [Br:19][CH2:1][CH2:2][CH2:3][CH2:4][CH2:5][CH2:6][CH2:7][CH2:8][CH2:9][CH2:10][CH2:11][CH2:12][CH2:13][CH2:14][CH2:15][CH2:16][OH:17]. The yield is 0.670. (6) The reactants are [CH3:1][O:2][C:3]1[CH:8]=[C:7]([CH:9]2[CH2:14][CH2:13][NH:12][CH2:11][CH2:10]2)[CH:6]=[CH:5][C:4]=1[NH:15][C:16]1[N:21]=[C:20]([CH2:22][CH2:23][C:24]2[CH:25]=[C:26]([CH:30]=[CH:31][CH:32]=2)[C:27]([NH2:29])=[O:28])[C:19]([C:33]([F:36])([F:35])[F:34])=[CH:18][N:17]=1.C=O.[C:39](O[BH-](OC(=O)C)OC(=O)C)(=O)C.[Na+]. The catalyst is CO. The product is [CH3:1][O:2][C:3]1[CH:8]=[C:7]([CH:9]2[CH2:14][CH2:13][N:12]([CH3:39])[CH2:11][CH2:10]2)[CH:6]=[CH:5][C:4]=1[NH:15][C:16]1[N:21]=[C:20]([CH2:22][CH2:23][C:24]2[CH:25]=[C:26]([CH:30]=[CH:31][CH:32]=2)[C:27]([NH2:29])=[O:28])[C:19]([C:33]([F:34])([F:35])[F:36])=[CH:18][N:17]=1. The yield is 0.740. (7) The reactants are CO.[H-].[Na+].[F:5][C:6]1[CH:13]=[CH:12][C:9]([CH:10]=O)=[CH:8][CH:7]=1.C[O:15][C:16](=[O:24])[CH:17]([CH3:23])[CH2:18][C:19]([O:21][CH3:22])=[O:20]. The catalyst is C1(C)C=CC=CC=1. The product is [CH3:22][O:21][C:19](=[O:20])[C:18](=[CH:10][C:9]1[CH:12]=[CH:13][C:6]([F:5])=[CH:7][CH:8]=1)[CH:17]([CH3:23])[C:16]([OH:24])=[O:15]. The yield is 0.330. (8) The reactants are [F:1][C:2]1[CH:7]=[CH:6][C:5]([C:8]2[S:12][C:11]3[CH:13]=[C:14]([O:17][CH3:18])[CH:15]=[CH:16][C:10]=3[C:9]=2[O:19][C:20]2[CH:25]=[CH:24][C:23](/[CH:26]=[CH:27]/[C:28]([NH:30][NH2:31])=[O:29])=[CH:22][CH:21]=2)=[C:4]([CH3:32])[CH:3]=1.[C:33](N1C=CN=C1)(N1C=CN=C1)=[O:34].Cl. The catalyst is C1COCC1.C(Cl)Cl. The product is [F:1][C:2]1[CH:7]=[CH:6][C:5]([C:8]2[S:12][C:11]3[CH:13]=[C:14]([O:17][CH3:18])[CH:15]=[CH:16][C:10]=3[C:9]=2[O:19][C:20]2[CH:25]=[CH:24][C:23](/[CH:26]=[CH:27]/[C:28]3[O:29][C:33](=[O:34])[NH:31][N:30]=3)=[CH:22][CH:21]=2)=[C:4]([CH3:32])[CH:3]=1. The yield is 0.770. (9) The reactants are C(O[C:6]([N:8](C)[C:9]1[C:17]([O:18][CH3:19])=[C:16]2[C:12]([C:13]3[CH:30]=[C:29]([CH3:31])[CH:28]=[N:27][C:14]=3[N:15]2C(OC(C)(C)C)=O)=[C:11]([C:32]2[CH:37]=[CH:36][CH:35]=[C:34]([S:38]([CH2:41][CH3:42])(=[O:40])=[O:39])[CH:33]=2)[CH:10]=1)=O)(C)(C)C.C1(OC)C=CC=CC=1.C(O)(C(F)(F)F)=O. The catalyst is C(Cl)Cl. The product is [CH2:41]([S:38]([C:34]1[CH:33]=[C:32]([C:11]2[CH:10]=[C:9]([NH:8][CH3:6])[C:17]([O:18][CH3:19])=[C:16]3[C:12]=2[C:13]2[CH:30]=[C:29]([CH3:31])[CH:28]=[N:27][C:14]=2[NH:15]3)[CH:37]=[CH:36][CH:35]=1)(=[O:40])=[O:39])[CH3:42]. The yield is 0.700. (10) The reactants are [Cl:1][C:2]1[C:10]2[NH:9][N:8]=[CH:7][C:6]=2[C:5]2[CH2:11][N:12]([CH2:21][C:22]([F:25])([F:24])[F:23])[C:13](=[O:20])[C@H:14]([CH2:16][C:17](O)=[O:18])[CH2:15][C:4]=2[CH:3]=1.[NH:26]1[C:35]2[C:30](=[CH:31][CH:32]=[CH:33][CH:34]=2)[C:29]2([CH2:40][CH2:39][NH:38][CH2:37][CH2:36]2)[NH:28][C:27]1=[O:41].F[B-](F)(F)F.N1(OC(N(C)C)=[N+](C)C)C2C=CC=CC=2N=N1.C(N(CC)CC)C. The catalyst is ClCCl. The product is [Cl:1][C:2]1[C:10]2[NH:9][N:8]=[CH:7][C:6]=2[C:5]2[CH2:11][N:12]([CH2:21][C:22]([F:24])([F:23])[F:25])[C:13](=[O:20])[C@H:14]([CH2:16][C:17](=[O:18])[N:38]3[CH2:37][CH2:36][C:29]4([C:30]5[C:35](=[CH:34][CH:33]=[CH:32][CH:31]=5)[NH:26][C:27](=[O:41])[NH:28]4)[CH2:40][CH2:39]3)[CH2:15][C:4]=2[CH:3]=1. The yield is 0.790.